This data is from Full USPTO retrosynthesis dataset with 1.9M reactions from patents (1976-2016). The task is: Predict the reactants needed to synthesize the given product. (1) Given the product [C:12]([O:16][C:17]([N:19]1[CH2:24][CH2:23][CH:22]([NH:25][S:8]([C:4]2[CH:5]=[CH:6][CH:7]=[C:2]([Br:1])[CH:3]=2)(=[O:10])=[O:9])[CH2:21][CH2:20]1)=[O:18])([CH3:15])([CH3:13])[CH3:14], predict the reactants needed to synthesize it. The reactants are: [Br:1][C:2]1[CH:3]=[C:4]([S:8](Cl)(=[O:10])=[O:9])[CH:5]=[CH:6][CH:7]=1.[C:12]([O:16][C:17]([N:19]1[CH2:24][CH2:23][CH:22]([NH2:25])[CH2:21][CH2:20]1)=[O:18])([CH3:15])([CH3:14])[CH3:13]. (2) Given the product [CH3:38][S:39]([NH:1][C:2]1[CH:3]=[C:4]2[C:10]([C:11]3[CH:12]=[C:13]([NH:17][C@H:18]([C:22]([NH:24][CH2:25][C:26]([F:29])([F:28])[F:27])=[O:23])[CH:19]([CH3:21])[CH3:20])[CH:14]=[N:15][CH:16]=3)=[CH:9][N:8]([CH2:30][O:31][CH2:32][CH2:33][Si:34]([CH3:37])([CH3:36])[CH3:35])[C:5]2=[N:6][CH:7]=1)(=[O:41])=[O:40], predict the reactants needed to synthesize it. The reactants are: [NH2:1][C:2]1[CH:3]=[C:4]2[C:10]([C:11]3[CH:12]=[C:13]([NH:17][C@H:18]([C:22]([NH:24][CH2:25][C:26]([F:29])([F:28])[F:27])=[O:23])[CH:19]([CH3:21])[CH3:20])[CH:14]=[N:15][CH:16]=3)=[CH:9][N:8]([CH2:30][O:31][CH2:32][CH2:33][Si:34]([CH3:37])([CH3:36])[CH3:35])[C:5]2=[N:6][CH:7]=1.[CH3:38][S:39](Cl)(=[O:41])=[O:40]. (3) Given the product [ClH:32].[ClH:1].[S:31]1[C:27]2[CH:26]=[CH:25][CH:24]=[C:23]([O:22][C:19]3[CH:20]=[CH:21][C:16]([NH:15][C:13]4[C:14]5[N:6]([CH2:5][CH2:4][NH:3][C:45]([CH:42]6[CH2:43][CH2:44][NH:40][CH2:41]6)=[O:46])[CH:7]=[CH:8][C:9]=5[N:10]=[CH:11][N:12]=4)=[CH:17][C:18]=3[Cl:32])[C:28]=2[CH:29]=[N:30]1, predict the reactants needed to synthesize it. The reactants are: [ClH:1].Cl.[NH2:3][CH2:4][CH2:5][N:6]1[C:14]2[C:13]([NH:15][C:16]3[CH:21]=[CH:20][C:19]([O:22][C:23]4[C:28]5[CH:29]=[N:30][S:31][C:27]=5[CH:26]=[CH:25][CH:24]=4)=[C:18]([Cl:32])[CH:17]=3)=[N:12][CH:11]=[N:10][C:9]=2[CH:8]=[CH:7]1.C(OC([N:40]1[CH2:44][CH2:43][CH:42]([C:45](O)=[O:46])[CH2:41]1)=O)(C)(C)C.ON1C2C=CC=CC=2N=N1.Cl.C(N=C=NCCCN(C)C)C.Cl.C(OCC)(=O)C. (4) Given the product [N+:1]([C:4]1[CH:5]=[C:6]2[CH2:22][C:11]3([O:16][C:15]4[CH:17]=[CH:18][CH:19]=[N:20][C:14]=4[NH:13][C:12]3=[S:32])[CH2:10][C:7]2=[N:8][CH:9]=1)([O-:3])=[O:2], predict the reactants needed to synthesize it. The reactants are: [N+:1]([C:4]1[CH:5]=[C:6]2[CH2:22][C:11]3([O:16][C:15]4[CH:17]=[CH:18][CH:19]=[N:20][C:14]=4[NH:13][C:12]3=O)[CH2:10][C:7]2=[N:8][CH:9]=1)([O-:3])=[O:2].COC1C=CC(P2(SP(C3C=CC(OC)=CC=3)(=S)S2)=[S:32])=CC=1. (5) Given the product [F:10][CH:9]([F:11])[O:8][C:4]1[CH:3]=[C:2]([B:12]2[O:16][C:15]([CH3:18])([CH3:17])[C:14]([CH3:20])([CH3:19])[O:13]2)[CH:7]=[CH:6][CH:5]=1, predict the reactants needed to synthesize it. The reactants are: Br[C:2]1[CH:7]=[CH:6][CH:5]=[C:4]([O:8][CH:9]([F:11])[F:10])[CH:3]=1.[B:12]1([B:12]2[O:16][C:15]([CH3:18])([CH3:17])[C:14]([CH3:20])([CH3:19])[O:13]2)[O:16][C:15]([CH3:18])([CH3:17])[C:14]([CH3:20])([CH3:19])[O:13]1.C([O-])(=O)C.[K+]. (6) Given the product [CH2:25]([N:8]1[C:9]2[C:4](=[CH:3][C:2]([I:1])=[CH:11][CH:10]=2)[C:5](=[O:17])[C:6]([C:12]([O:14][CH2:15][CH3:16])=[O:13])=[CH:7]1)[CH3:26], predict the reactants needed to synthesize it. The reactants are: [I:1][C:2]1[CH:3]=[C:4]2[C:9](=[CH:10][CH:11]=1)[NH:8][CH:7]=[C:6]([C:12]([O:14][CH2:15][CH3:16])=[O:13])[C:5]2=[O:17].C(=O)([O-])[O-].[K+].[K+].I[CH2:25][CH3:26].O. (7) The reactants are: Br[C:2]1[CH:7]=[CH:6][C:5]([NH:8][CH:9]([C:11]2[CH:16]=[CH:15][CH:14]=[CH:13][CH:12]=2)[CH3:10])=[CH:4][CH:3]=1.[B:17]1([B:17]2[O:21][C:20]([CH3:23])([CH3:22])[C:19]([CH3:25])([CH3:24])[O:18]2)[O:21][C:20]([CH3:23])([CH3:22])[C:19]([CH3:25])([CH3:24])[O:18]1.ClCCl.C([O-])(=O)C.[K+]. Given the product [C:11]1([CH:9]([NH:8][C:5]2[CH:6]=[CH:7][C:2]([B:17]3[O:21][C:20]([CH3:23])([CH3:22])[C:19]([CH3:25])([CH3:24])[O:18]3)=[CH:3][CH:4]=2)[CH3:10])[CH:16]=[CH:15][CH:14]=[CH:13][CH:12]=1, predict the reactants needed to synthesize it.